This data is from NCI-60 drug combinations with 297,098 pairs across 59 cell lines. The task is: Regression. Given two drug SMILES strings and cell line genomic features, predict the synergy score measuring deviation from expected non-interaction effect. (1) Drug 1: C1=NC2=C(N1)C(=S)N=C(N2)N. Drug 2: CS(=O)(=O)CCNCC1=CC=C(O1)C2=CC3=C(C=C2)N=CN=C3NC4=CC(=C(C=C4)OCC5=CC(=CC=C5)F)Cl. Cell line: HCT116. Synergy scores: CSS=41.9, Synergy_ZIP=1.42, Synergy_Bliss=1.06, Synergy_Loewe=-10.0, Synergy_HSA=0.827. (2) Drug 1: CNC(=O)C1=CC=CC=C1SC2=CC3=C(C=C2)C(=NN3)C=CC4=CC=CC=N4. Drug 2: C1CNP(=O)(OC1)N(CCCl)CCCl. Cell line: SNB-19. Synergy scores: CSS=5.41, Synergy_ZIP=-0.140, Synergy_Bliss=0.417, Synergy_Loewe=-3.00, Synergy_HSA=0.237.